This data is from Full USPTO retrosynthesis dataset with 1.9M reactions from patents (1976-2016). The task is: Predict the reactants needed to synthesize the given product. (1) Given the product [CH3:18][O:16][C:15]([CH:9]1[CH2:10][C:11](=[O:14])[CH:12]([CH3:13])[N:8]1[C:6]([O:5][C:1]([CH3:2])([CH3:3])[CH3:4])=[O:7])=[O:17], predict the reactants needed to synthesize it. The reactants are: [C:1]([O:5][C:6]([N:8]1[CH:12]([CH3:13])[C:11](=[O:14])[CH2:10][CH:9]1[C:15]([OH:17])=[O:16])=[O:7])([CH3:4])([CH3:3])[CH3:2].[C:18]([O-])([O-])=O.[K+].[K+].CI. (2) Given the product [CH3:26][O:27][C:28]1[C:29](=[O:55])[C:30]([CH3:54])=[C:31]([CH2:37][C:38]2[CH:39]=[CH:40][C:41]([O:47][C:48]3[CH:53]=[CH:52][CH:51]=[CH:50][CH:49]=3)=[C:42]([CH:46]=2)[C:43]([NH:7][C:6]2[CH:8]=[CH:9][C:3]([O:2][CH3:1])=[CH:4][CH:5]=2)=[O:44])[C:32](=[O:36])[C:33]=1[O:34][CH3:35], predict the reactants needed to synthesize it. The reactants are: [CH3:1][O:2][C:3]1[CH:9]=[CH:8][C:6]([NH2:7])=[CH:5][CH:4]=1.C(N(CC)CC)C.[Cl-].ClC1N(C)CC[NH+]1C.[CH3:26][O:27][C:28]1[C:29](=[O:55])[C:30]([CH3:54])=[C:31]([CH2:37][C:38]2[CH:39]=[CH:40][C:41]([O:47][C:48]3[CH:53]=[CH:52][CH:51]=[CH:50][CH:49]=3)=[C:42]([CH:46]=2)[C:43](O)=[O:44])[C:32](=[O:36])[C:33]=1[O:34][CH3:35]. (3) Given the product [CH3:22][O:21][C:19](=[O:20])[C:18](=[CH:26][C:14]1[CH:13]=[CH:10][C:9]([O:8][CH2:1][C:2]2[CH:3]=[CH:4][CH:5]=[CH:6][CH:7]=2)=[CH:16][CH:15]=1)[C:17]([O:24][CH3:25])=[O:23], predict the reactants needed to synthesize it. The reactants are: [CH2:1]([O:8][C:9]1[CH:16]=[CH:15][CH:14]=[CH:13][C:10]=1C=O)[C:2]1[CH:7]=[CH:6][CH:5]=[CH:4][CH:3]=1.[C:17]([O:24][CH3:25])(=[O:23])[CH2:18][C:19]([O:21][CH3:22])=[O:20].[C:26]([O-])(=O)C. (4) Given the product [Cl:3][C:4]1[N:5]=[CH:6][C:7]([NH2:11])=[CH:8][C:9]=1[CH3:10], predict the reactants needed to synthesize it. The reactants are: [Cl-].[NH4+].[Cl:3][C:4]1[C:9]([CH3:10])=[CH:8][C:7]([N+:11]([O-])=O)=[CH:6][N:5]=1. (5) Given the product [NH2:20][C:6]1[C:7]([C:17]([NH2:18])=[O:21])=[N:8][C:9]2[C:14]([C:5]=1[C:22]([F:25])([F:24])[F:23])=[CH:13][C:12]([Cl:33])=[CH:11][CH:10]=2, predict the reactants needed to synthesize it. The reactants are: C([C:5]1([C:22]([F:25])([F:24])[F:23])[C:14]2[CH:13]=[C:12](C#N)[CH:11]=[CH:10][C:9]=2[NH:8][C:7]2[C:17](=[O:21])[NH:18]C=[N:20][C:6]1=2)CCC.OO.[OH-].[Na+].CO.C(Cl)[Cl:33]. (6) The reactants are: [NH2:1][C@H:2]([C:25]1[CH:30]=[CH:29][CH:28]=[CH:27][CH:26]=1)[CH2:3][CH2:4][N:5]1[CH2:24][CH2:23][C:8]2([NH:12][C:11](=[O:13])[N:10]([CH2:14][C:15]3[CH:20]=[CH:19][C:18]([Br:21])=[CH:17][CH:16]=3)[C:9]2=[O:22])[CH2:7][CH2:6]1.C(N(CC)CC)C.[Cl:38][C:39]([O:41][CH3:42])=[O:40]. Given the product [ClH:38].[CH3:42][O:41][C:39](=[O:40])[NH:1][C@H:2]([C:25]1[CH:26]=[CH:27][CH:28]=[CH:29][CH:30]=1)[CH2:3][CH2:4][N:5]1[CH2:6][CH2:7][C:8]2([NH:12][C:11](=[O:13])[N:10]([CH2:14][C:15]3[CH:20]=[CH:19][C:18]([Br:21])=[CH:17][CH:16]=3)[C:9]2=[O:22])[CH2:23][CH2:24]1, predict the reactants needed to synthesize it.